The task is: Predict the product of the given reaction.. This data is from Forward reaction prediction with 1.9M reactions from USPTO patents (1976-2016). Given the reactants [N:1]1([C:7]2[N:12]=[CH:11][CH:10]=[CH:9][N:8]=2)[CH2:6][CH2:5][NH:4][CH2:3][CH2:2]1.[S:13](N)([NH2:16])(=[O:15])=[O:14], predict the reaction product. The product is: [N:12]1[CH:11]=[CH:10][CH:9]=[N:8][C:7]=1[N:1]1[CH2:6][CH2:5][N:4]([S:13]([NH2:16])(=[O:15])=[O:14])[CH2:3][CH2:2]1.